Dataset: NCI-60 drug combinations with 297,098 pairs across 59 cell lines. Task: Regression. Given two drug SMILES strings and cell line genomic features, predict the synergy score measuring deviation from expected non-interaction effect. (1) Drug 2: CCN(CC)CCNC(=O)C1=C(NC(=C1C)C=C2C3=C(C=CC(=C3)F)NC2=O)C. Drug 1: C1=CC(=CC=C1CCC2=CNC3=C2C(=O)NC(=N3)N)C(=O)NC(CCC(=O)O)C(=O)O. Cell line: SF-539. Synergy scores: CSS=32.3, Synergy_ZIP=-2.11, Synergy_Bliss=-4.46, Synergy_Loewe=-12.6, Synergy_HSA=-3.40. (2) Drug 1: CC1=C(C=C(C=C1)C(=O)NC2=CC(=CC(=C2)C(F)(F)F)N3C=C(N=C3)C)NC4=NC=CC(=N4)C5=CN=CC=C5. Drug 2: CS(=O)(=O)CCNCC1=CC=C(O1)C2=CC3=C(C=C2)N=CN=C3NC4=CC(=C(C=C4)OCC5=CC(=CC=C5)F)Cl. Cell line: SNB-19. Synergy scores: CSS=-14.8, Synergy_ZIP=8.26, Synergy_Bliss=3.91, Synergy_Loewe=-12.5, Synergy_HSA=-12.0. (3) Drug 1: CN(C)N=NC1=C(NC=N1)C(=O)N. Drug 2: C1C(C(OC1N2C=NC(=NC2=O)N)CO)O. Cell line: SNB-19. Synergy scores: CSS=15.3, Synergy_ZIP=-6.71, Synergy_Bliss=-4.03, Synergy_Loewe=-48.4, Synergy_HSA=-5.50.